Dataset: Experimentally validated miRNA-target interactions with 360,000+ pairs, plus equal number of negative samples. Task: Binary Classification. Given a miRNA mature sequence and a target amino acid sequence, predict their likelihood of interaction. (1) The miRNA is cel-miR-36-3p with sequence UCACCGGGUGAAAAUUCGCAUG. The protein sequence of the target gene is MGLLVFVRNLLLALCLFLVLGFLYYSAWKLHLLQWEDSNSLLLSLDSAGQTLGTEYDRLGFLLKLDSKLPAELATKYANFSEGACKPGYASAMMTAIFPRFSKPAPMFLDDSFRKWARIREFVPPFGIKGQDNLIKAILSVTKEYRLTPALDSLHCRRCIIVGNGGVLANKSLGSRIDDYDIVIRLNSAPVKGFERDVGSKTTLRITYPEGAMQRPEQYERDSLFVLAGFKWQDFKWLKYIVYKERVSASDGFWKSVATRVPKEPPEIRILNPYFIQEAAFTLIGLPFNNGLMGRGNIPT.... Result: 0 (no interaction). (2) The miRNA is hsa-miR-450a-1-3p with sequence AUUGGGAACAUUUUGCAUGUAU. The protein sequence of the target gene is MGNTTSDRVSGERHGAKAARSEGAGGHAPGKEHKIMVGSTDDPSVFSLPDSKLPGDKEFVSWQQDLEDSVKPTQQARPTVIRWSEGGKEVFISGSFNNWSTKIPLIKSHNDFVAILDLPEGEHQYKFFVDGQWVHDPSEPVVTSQLGTINNLIHVKKSDFEVFDALKLDSMESSETSCRDLSSSPPGPYGQEMYAFRSEERFKSPPILPPHLLQVILNKDTNISCDPALLPEPNHVMLNHLYALSIKDSVMVLSATHRYKKKYVTTLLYKPI. Result: 1 (interaction). (3) The miRNA is hsa-miR-4288 with sequence UUGUCUGCUGAGUUUCC. The protein sequence of the target gene is MCGICCSVNFSAEHFSQDLKEDLLYNLKQRGPNSSKQLLKSDVNYQCLFSAHVLHLRGVLTTQPVEDERGNVFLWNGEIFSGIKVEAEENDTQILFNYLSSCKNESEILSLFSEVQGPWSFIYYQASSHYLWFGRDFFGRRSLLWHFSNLGKSFCLSSVGTQTSGLANQWQEVPASGLFRIDLKSTVISGCIILQLYPWKYISRENIIEENVNSLSQISADLPAFVSVVANEAKLYLEKPVVPLNMMLPQAALETHCSNISNVPPTREILQVFLTDVHMKEVIQQFIDVLSVAVKKRVLC.... Result: 0 (no interaction). (4) The miRNA is mmu-miR-24-3p with sequence UGGCUCAGUUCAGCAGGAACAG. The protein sequence of the target gene is MTELRQRVVREDAPPEDKESESEAKLDGETASDSESRAETAPLPTSVDDTPEVLNRALSNLSSRWKNWWVRGILTLAMIAFFFIIIYLGPMVLMMIVMCVQIKCFHEIITIGYNVYHSYDLPWFRTLSWYFLLCVNYFFYGETVTDYFFTLVQREEPLRILSKYHRFISFALYLTGFCMFVLSLVKKHYRLQFYMFGWTHVTLLIVVTQSHLVIHNLFEGMIWFIVPISCVICNDIMAYMFGFFFGRTPLIKLSPKKTWEGFIGGFFATVVFGLLLSYVMSGYRCFVCPVEYNNDTNSFT.... Result: 1 (interaction). (5) Result: 0 (no interaction). The protein sequence of the target gene is MMVVCAAAAVRFLAVFTMMALCSLPLLGASATLNSVLINSNAIKNLPPPLGGAGGQPGSAVSVAPGVLYEGGNKYQTLDNYQPYPCAEDEECGSDEYCSSPSRGAAGVGGVQICLACRKRRKRCMRHAMCCPGNYCKNGICMPSDHSHFPRGEIEESIIENLGNDHNAAAGDGYPRRTTLTSKIYHTKGQEGSVCLRSSDCAAGLCCARHFWSKICKPVLKEGQVCTKHKRKGSHGLEIFQRCYCGEGLACRIQKDHHQASNSSRLHTCQRH. The miRNA is rno-miR-132-5p with sequence ACCGUGGCUUUCGAUUGUUACU. (6) Result: 0 (no interaction). The miRNA is hsa-miR-761 with sequence GCAGCAGGGUGAAACUGACACA. The protein sequence of the target gene is MGAGGRRMPVPPARLLLLPLLPCLLLLAPGTRGAPGCPVPIRGCKCSGERPKGLSGGAHNPARRRVVCGGGDLPEPPDPGLLPNGTITLLLSNNKITGLRNGSFLGLSLLEKLDLRSNVISTVQPGAFLGLGELKRLDLSNNRIGCLTSETFQGLPRLLRLNISGNIYSSLQPGVFDELPALKIVDFGTEFLTCDCRLRWLLPWARNHSLQLSERTLCAYPSALHAHALSSLQESQLRCEGALELHTHYLIPSLRQVVFQGDRLPFQCSASYLGNDTRIHWYHNGAPMESDEQAGIVLAE.... (7) The miRNA is hsa-miR-449c-5p with sequence UAGGCAGUGUAUUGCUAGCGGCUGU. The protein sequence of the target gene is MAALSPTFATSTQDSTCLQDSEFPVSSKDHSCPQNLDLFVCSGLEPHTPSVGSQESVTFQDVAVDFTEKEWPLLDSSQRKLYKDVMLENYSNLTSLGYQVGKPSLISHLEQEEEPRTEERGAHQGACADWETPSKTKWSLLMEDIFGKETPSGVTMERAGLGEKSTEYAHLFEVFGMDPHLTQPMGRHAGKRPYHRRDYGVAFKGRPHLTQHMSMYDGRKMHECHQCQKAFTTSASLTRHRRIHTGEKPYECSDCGKAFNDPSALRSHARTHLKEKPFDCSQCGNAFRTLSALKIHMRVH.... Result: 1 (interaction).